Dataset: Full USPTO retrosynthesis dataset with 1.9M reactions from patents (1976-2016). Task: Predict the reactants needed to synthesize the given product. (1) Given the product [Cl:13][C:14]1[N:19]=[CH:18][C:17]2[CH:20]=[CH:21][N:22]([CH:11]3[CH2:12][CH2:7]3)[C:16]=2[CH:15]=1, predict the reactants needed to synthesize it. The reactants are: N1C=CC=CC=1[C:7]1[CH:12]=[CH:11]C=CN=1.[Cl:13][C:14]1[N:19]=[CH:18][C:17]2[CH:20]=[CH:21][NH:22][C:16]=2[CH:15]=1.C1(B(O)O)CC1.C(=O)([O-])[O-].[Na+].[Na+]. (2) Given the product [NH2:3][CH2:12][CH2:13][CH2:14][O:15][C:16]1[N:21]=[C:20]([C@H:22]2[CH2:26][CH2:25][CH2:24][N:23]2[C:27]2[CH:32]=[CH:31][N:30]3[N:33]=[CH:34][C:35]([C:36]([O:38][CH2:39][CH3:40])=[O:37])=[C:29]3[N:28]=2)[CH:19]=[CH:18][CH:17]=1, predict the reactants needed to synthesize it. The reactants are: O=C1C2C(=CC=CC=2)C(=O)[N:3]1[CH2:12][CH2:13][CH2:14][O:15][C:16]1[N:21]=[C:20]([C@H:22]2[CH2:26][CH2:25][CH2:24][N:23]2[C:27]2[CH:32]=[CH:31][N:30]3[N:33]=[CH:34][C:35]([C:36]([O:38][CH2:39][CH3:40])=[O:37])=[C:29]3[N:28]=2)[CH:19]=[CH:18][CH:17]=1.CO.C1COCC1.NN.O. (3) Given the product [C:1]([C:5]1[CH:10]=[CH:9][C:8]([CH2:11][O:12][C:13]2[CH:18]=[CH:17][C:16]([CH2:19][S:32][C:29]3[CH:30]=[CH:31][C:26]([O:25][CH2:24][C:23]([OH:34])=[O:22])=[C:27]([CH3:33])[CH:28]=3)=[CH:15][CH:14]=2)=[CH:7][CH:6]=1)([CH3:4])([CH3:3])[CH3:2], predict the reactants needed to synthesize it. The reactants are: [C:1]([C:5]1[CH:10]=[CH:9][C:8]([CH2:11][O:12][C:13]2[CH:18]=[CH:17][C:16]([CH2:19]Cl)=[CH:15][CH:14]=2)=[CH:7][CH:6]=1)([CH3:4])([CH3:3])[CH3:2].C[O:22][C:23](=[O:34])[CH2:24][O:25][C:26]1[CH:31]=[CH:30][C:29]([SH:32])=[CH:28][C:27]=1[CH3:33]. (4) Given the product [ClH:15].[O:1]=[C:2]1[N:6]([C:7]2[N:12]=[CH:11][C:10]([C:13]([NH2:22])=[O:14])=[CH:9][CH:8]=2)[NH:5][CH:4]=[C:3]1[C:16]1[CH:17]=[N:18][CH:19]=[CH:20][CH:21]=1, predict the reactants needed to synthesize it. The reactants are: [O:1]=[C:2]1[N:6]([C:7]2[N:12]=[CH:11][C:10]([C:13]([Cl:15])=[O:14])=[CH:9][CH:8]=2)[NH:5][CH:4]=[C:3]1[C:16]1[CH:17]=[N:18][CH:19]=[CH:20][CH:21]=1.[NH3:22]. (5) Given the product [Br:8][C:9]1[CH:14]=[CH:13][C:12]([S:15]([NH:1][C:2]2[CH:7]=[CH:6][CH:5]=[CH:4][CH:3]=2)(=[O:17])=[O:16])=[CH:11][CH:10]=1, predict the reactants needed to synthesize it. The reactants are: [NH2:1][C:2]1[CH:7]=[CH:6][CH:5]=[CH:4][CH:3]=1.[Br:8][C:9]1[CH:14]=[CH:13][C:12]([S:15](Cl)(=[O:17])=[O:16])=[CH:11][CH:10]=1.CCN(C(C)C)C(C)C.Cl. (6) Given the product [Br:1][C:2]1[CH:3]=[CH:4][C:5]([O:10][CH2:11][C:12]2[CH:17]=[CH:16][CH:15]=[C:14]([Cl:18])[CH:13]=2)=[C:6]([CH2:7][OH:8])[CH:9]=1, predict the reactants needed to synthesize it. The reactants are: [Br:1][C:2]1[CH:3]=[CH:4][C:5]([O:10][CH2:11][C:12]2[CH:17]=[CH:16][CH:15]=[C:14]([Cl:18])[CH:13]=2)=[C:6]([CH:9]=1)[CH:7]=[O:8].[BH4-].[Na+].O.